From a dataset of Peptide-MHC class II binding affinity with 134,281 pairs from IEDB. Regression. Given a peptide amino acid sequence and an MHC pseudo amino acid sequence, predict their binding affinity value. This is MHC class II binding data. (1) The peptide sequence is ISGDLKTQIDQVEST. The MHC is HLA-DPA10301-DPB10402 with pseudo-sequence HLA-DPA10301-DPB10402. The binding affinity (normalized) is 0.0805. (2) The peptide sequence is YDKFLANVSTVLTGQ. The MHC is DRB1_0401 with pseudo-sequence DRB1_0401. The binding affinity (normalized) is 0.638. (3) The peptide sequence is SEFENDEHIILYLVN. The MHC is DRB1_1302 with pseudo-sequence DRB1_1302. The binding affinity (normalized) is 0.253. (4) The peptide sequence is AAAAPAAVGAAVGGT. The MHC is DRB1_1201 with pseudo-sequence DRB1_1201. The binding affinity (normalized) is 0. (5) The peptide sequence is ADATAGTTVYGAFAA. The MHC is HLA-DQA10401-DQB10402 with pseudo-sequence HLA-DQA10401-DQB10402. The binding affinity (normalized) is 0.420.